This data is from Catalyst prediction with 721,799 reactions and 888 catalyst types from USPTO. The task is: Predict which catalyst facilitates the given reaction. (1) Reactant: [NH2:1][C:2]1[N:7]=[C:6]([NH:8][CH2:9][CH2:10][OH:11])[C:5]([N+:12]([O-])=O)=[CH:4][N:3]=1.[CH2:15](OCC)C. Product: [NH2:1][C:2]1[N:7]=[C:6]2[C:5]([N:12]=[CH:15][N:8]2[CH2:9][CH2:10][OH:11])=[CH:4][N:3]=1. The catalyst class is: 94. (2) Reactant: [Cl:1][C:2]1[N:11]=[C:10]([O:12][CH3:13])[C:9]2[CH2:8][CH2:7][C@H:6]3[C@H:14]([CH3:21])[C:15](=[O:20])[CH:16]([C:18]#[N:19])[CH2:17][C@:5]3([C:22]3[CH:27]=[CH:26][CH:25]=[CH:24][CH:23]=3)[C:4]=2[N:3]=1.BrN1C(C)(C)C(=O)N(Br)C1=O.N1C=CC=CC=1. Product: [Cl:1][C:2]1[N:11]=[C:10]([O:12][CH3:13])[C:9]2[CH2:8][CH2:7][C@H:6]3[C@H:14]([CH3:21])[C:15](=[O:20])[C:16]([C:18]#[N:19])=[CH:17][C@:5]3([C:22]3[CH:23]=[CH:24][CH:25]=[CH:26][CH:27]=3)[C:4]=2[N:3]=1. The catalyst class is: 35. (3) Reactant: C(OC([NH:8][C@H:9]([C:18]([O:20][CH3:21])=[O:19])[CH2:10][S:11][C:12]1[CH:17]=[CH:16][CH:15]=[CH:14][CH:13]=1)=O)(C)(C)C.C([O-])([O-])=O.[Na+].[Na+]. Product: [C:12]1([S:11][CH2:10][C@@H:9]([C:18]([O:20][CH3:21])=[O:19])[NH2:8])[CH:13]=[CH:14][CH:15]=[CH:16][CH:17]=1. The catalyst class is: 12. (4) Reactant: [C:1]([C:3]1[CH:4]=[C:5]([CH:33]=[CH:34][CH:35]=1)[C:6]([NH:8][C:9]1[C:10]([CH3:32])=[C:11]2[C:15](=[CH:16][CH:17]=1)[N:14]([CH3:18])[CH:13]=[C:12]2[CH:19]1[CH2:24][CH2:23][N:22](C(OC(C)(C)C)=O)[CH2:21][CH2:20]1)=[O:7])#[N:2].[ClH:36]. Product: [ClH:36].[C:1]([C:3]1[CH:4]=[C:5]([CH:33]=[CH:34][CH:35]=1)[C:6]([NH:8][C:9]1[C:10]([CH3:32])=[C:11]2[C:15](=[CH:16][CH:17]=1)[N:14]([CH3:18])[CH:13]=[C:12]2[CH:19]1[CH2:24][CH2:23][NH:22][CH2:21][CH2:20]1)=[O:7])#[N:2]. The catalyst class is: 12. (5) Product: [O:11]([C:5]1[CH:6]=[C:7]([O:9][CH3:10])[CH:8]=[C:3]([O:2][CH3:1])[CH:4]=1)[Si:21]([C:17]([CH3:20])([CH3:19])[CH3:18])([C:28]1[CH:29]=[CH:30][CH:31]=[CH:32][CH:33]=1)[C:22]1[CH:27]=[CH:26][CH:25]=[CH:24][CH:23]=1. Reactant: [CH3:1][O:2][C:3]1[CH:4]=[C:5]([OH:11])[CH:6]=[C:7]([O:9][CH3:10])[CH:8]=1.N1C=CN=C1.[C:17]([Si:21](Cl)([C:28]1[CH:33]=[CH:32][CH:31]=[CH:30][CH:29]=1)[C:22]1[CH:27]=[CH:26][CH:25]=[CH:24][CH:23]=1)([CH3:20])([CH3:19])[CH3:18].O. The catalyst class is: 9. (6) Reactant: [CH3:1]/[C:2](=[CH:8]\[C:9](=[O:17])[C:10]1[CH:15]=[CH:14][C:13]([CH3:16])=[CH:12][CH:11]=1)/[C:3]([O:5][CH2:6][CH3:7])=[O:4].[NH4+:18].[OH-]. Product: [NH2:18][C:2]([CH3:1])([CH2:8][C:9](=[O:17])[C:10]1[CH:15]=[CH:14][C:13]([CH3:16])=[CH:12][CH:11]=1)[C:3]([O:5][CH2:6][CH3:7])=[O:4]. The catalyst class is: 197. (7) Reactant: [Cl:1][C:2]1[CH:7]=[CH:6][C:5]([N+:8]([O-])=O)=[CH:4][C:3]=1[C:11]1[CH:20]=[CH:19][C:14]([C:15]([O:17][CH3:18])=[O:16])=[CH:13][N:12]=1.[Sn](Cl)Cl.Cl. Product: [NH2:8][C:5]1[CH:6]=[CH:7][C:2]([Cl:1])=[C:3]([C:11]2[CH:20]=[CH:19][C:14]([C:15]([O:17][CH3:18])=[O:16])=[CH:13][N:12]=2)[CH:4]=1. The catalyst class is: 14.